Predict which catalyst facilitates the given reaction. From a dataset of Catalyst prediction with 721,799 reactions and 888 catalyst types from USPTO. (1) Reactant: Cl.[NH2:2][C@@H:3]([CH2:8][C:9]1[CH:14]=[CH:13][CH:12]=[CH:11][CH:10]=1)[C@@H:4]([OH:7])[CH2:5][Cl:6].[OH-].[Na+].[C:17]([O:21][C:22](O[C:22]([O:21][C:17]([CH3:20])([CH3:19])[CH3:18])=[O:23])=[O:23])([CH3:20])([CH3:19])[CH3:18]. Product: [C:17]([O:21][C:22]([NH:2][C@@H:3]([CH2:8][C:9]1[CH:14]=[CH:13][CH:12]=[CH:11][CH:10]=1)[C@@H:4]([OH:7])[CH2:5][Cl:6])=[O:23])([CH3:20])([CH3:19])[CH3:18]. The catalyst class is: 11. (2) Reactant: [C:1]([C:5]1[CH:10]=[CH:9][C:8]([N:11]2[CH:15]([C:16]3[CH:21]=[CH:20][C:19]([N+:22]([O-])=O)=[CH:18][CH:17]=3)[CH2:14][CH2:13][CH:12]2[C:25]2[CH:30]=[CH:29][C:28]([C:31]3[N:32]=[C:33]([C@@H:36]4[CH2:40][CH2:39][CH2:38][N:37]4[C:41]([O:43][C:44]([CH3:47])([CH3:46])[CH3:45])=[O:42])[NH:34][CH:35]=3)=[CH:27][CH:26]=2)=[CH:7][CH:6]=1)([CH3:4])([CH3:3])[CH3:2].C1COCC1.[H][H]. Product: [NH2:22][C:19]1[CH:18]=[CH:17][C:16]([CH:15]2[N:11]([C:8]3[CH:9]=[CH:10][C:5]([C:1]([CH3:3])([CH3:4])[CH3:2])=[CH:6][CH:7]=3)[CH:12]([C:25]3[CH:30]=[CH:29][C:28]([C:31]4[N:32]=[C:33]([C@@H:36]5[CH2:40][CH2:39][CH2:38][N:37]5[C:41]([O:43][C:44]([CH3:47])([CH3:46])[CH3:45])=[O:42])[NH:34][CH:35]=4)=[CH:27][CH:26]=3)[CH2:13][CH2:14]2)=[CH:21][CH:20]=1. The catalyst class is: 865. (3) Product: [C:17]([C:12]1[C:13]([CH3:15])=[CH:14][C:5]([CH:1]2[CH2:4][CH2:3][CH2:2]2)=[C:6]([CH:11]=1)[C:7]([O:9][CH3:10])=[O:8])#[N:18]. The catalyst class is: 380. Reactant: [CH:1]1([C:5]2[CH:14]=[C:13]([CH3:15])[C:12](I)=[CH:11][C:6]=2[C:7]([O:9][CH3:10])=[O:8])[CH2:4][CH2:3][CH2:2]1.[CH3:17][N:18](C=O)C. (4) Reactant: [F:1][C:2]1[CH:7]=[CH:6][C:5]([C:8]2[N:12]=[N:11][N:10]([CH3:13])[C:9]=2[CH2:14][OH:15])=[CH:4][CH:3]=1.[H-].[Na+].Cl[C:19]1[CH:28]=[CH:27][C:22]([C:23]([O:25][CH3:26])=[O:24])=[CH:21][N:20]=1.O. Product: [CH3:26][O:25][C:23](=[O:24])[C:22]1[CH:27]=[CH:28][C:19]([O:15][CH2:14][C:9]2[N:10]([CH3:13])[N:11]=[N:12][C:8]=2[C:5]2[CH:4]=[CH:3][C:2]([F:1])=[CH:7][CH:6]=2)=[N:20][CH:21]=1. The catalyst class is: 1.